This data is from Catalyst prediction with 721,799 reactions and 888 catalyst types from USPTO. The task is: Predict which catalyst facilitates the given reaction. (1) Reactant: [C:1]([O:5][C:6](=[O:9])[CH2:7][NH2:8])([CH3:4])([CH3:3])[CH3:2].[CH3:10][C:11]([CH3:18])([CH:15]([CH3:17])[CH3:16])[CH2:12][CH:13]=O. Product: [C:1]([O:5][C:6](=[O:9])[CH2:7]/[N:8]=[CH:13]/[CH2:12][C:11]([CH3:18])([CH3:10])[CH:15]([CH3:17])[CH3:16])([CH3:4])([CH3:3])[CH3:2]. The catalyst class is: 2. (2) Reactant: [C:1]1([NH:7][C:8]2[N:9](C(C3C=CC=CC=3)(C3C=CC=CC=3)C3C=CC=CC=3)[CH:10]=[C:11]([C:13]([C:15]3[CH:20]=[C:19]([O:21][CH3:22])[C:18]([O:23][CH3:24])=[C:17]([O:25][CH3:26])[CH:16]=3)=[O:14])[N:12]=2)[CH:6]=[CH:5][CH:4]=[CH:3][CH:2]=1.Cl. Product: [C:1]1([NH:7][C:8]2[NH:9][CH:10]=[C:11]([C:13]([C:15]3[CH:20]=[C:19]([O:21][CH3:22])[C:18]([O:23][CH3:24])=[C:17]([O:25][CH3:26])[CH:16]=3)=[O:14])[N:12]=2)[CH:6]=[CH:5][CH:4]=[CH:3][CH:2]=1. The catalyst class is: 27. (3) Product: [CH3:1][O:2][C:3](=[O:10])[C:4]#[C:5][C:6](=[O:9])[CH2:7][CH3:8]. The catalyst class is: 4. Reactant: [CH3:1][O:2][C:3](=[O:10])[C:4]#[C:5][CH:6]([OH:9])[CH2:7][CH3:8].C([O-])(O)=O.[Na+]. (4) Reactant: C([O:5][C:6](=[O:20])[CH2:7][CH2:8][O:9][CH2:10][CH2:11][NH:12]C(OC(C)(C)C)=O)(C)(C)C. Product: [NH2:12][CH2:11][CH2:10][O:9][CH2:8][CH2:7][C:6]([OH:20])=[O:5]. The catalyst class is: 55.